From a dataset of Human Reference Interactome with 51,813 positive PPI pairs across 8,248 proteins, plus equal number of experimentally-validated negative pairs. Binary Classification. Given two protein amino acid sequences, predict whether they physically interact or not. (1) Protein 1 (ENSG00000132879) has sequence MAVGNINELPENILLELFTHVPARQLLLNCRLVCSLWRDLIDLVTLWKRKCLREGFITEDWDQPVADWKIFYFLRSLHRNLLHNPCAEEGFEFWSLDVNGGDEWKVEDLSRDQRKEFPNDQVKKYFVTSYYTCLKSQVVDLKAEGYWEELMDTTRPDIEVKDWFAARPDCGSKYQLCVQLLSSAHAPLGTFQPDPATIQQKSDAKWREVSHTFSNYPPGVRYIWFQHGGVDTHYWAGWYGPRVTNSSITIGPPLP*MAVGNINELPENILLELFTHVPARQLLLNCRLVCSLWRDLIDLV.... Protein 2 (ENSG00000133466) has sequence MQWLRVRESPGEATGHRVTMGTAALGPVWAALLLFLLMCEIPMVELTFDRAVASGCQRCCDSEDPLDPAHVSSASSSGRPHALPEIRPYINITILKGDKGDPGPMGLPGYMGREGPQGEPGPQGSKGDKGEMGSPGAPCQKRFFAFSVGRKTALHSGEDFQTLLFERVFVNLDGCFDMATGQFAAPLRGIYFFSLNVHSWNYKETYVHIMHNQKEAVILYAQPSERSIMQSQSVMLDLAYGDRVWVRLFKRQRENAIYSNDFDTYITFSGHLIKAEDD*MQWLRVRESPGEATGHRVTMG.... Result: 0 (the proteins do not interact). (2) Protein 1 (ENSG00000118181) has sequence MPPKDDKKKKDAGKSAKKDKDPVNKSGGKAKKKKWSKGKVRDKLNNLVLFDKATYDKLCKEVPNYKLITPAVVSERLKIRGSLARAALQELLSKGLIKLVSKHRAQVIYTRNTKGGDAPAAGEDA*MPPKDDKKKKDAGKSAKKDKDPVNKSGGKAKKKLWSLRD*MPPKDDKKKKDAGKSAKKDKDPVNKSGGKAKKKVEIRPL*. Protein 2 (ENSG00000166669) has sequence MASPDRSKRKILKAKKTMPLSCRKQVEMLNKSRNVEALKTAIGSNVPSGNQSFSPSVITRTTEITKCSPSENGASSLDSNKNSISEKSKVFSQNCIKPVEEIVHSETKLEQVVCSYQKPSRTTESPSRVFTEEAKDSLNTSENDSEHQTNVTRSLFEHEGACSLKSSCCPPSVLSGVVQMPESTVTSTVGDKKTDQMVFHLETNSNSESHDKRQSDNILCSEDSGFVPVEKTPNLVNSVTSNNCADDILKTDECSRTSISNCESADSTWQSSLDTNNNSHYQKKRMFSENEENVKRMKTS.... Result: 0 (the proteins do not interact). (3) Protein 1 (ENSG00000159208) has sequence MDSPSSVSSYSSYSLSSSFPTSPVNSDFGFPSDSEREDKGAHGPRPDTVGQRGGSRPSPGPIRCRHRSKVSGNQHTPSHPKQRGSASPMAGSGAKRSRDGELETSLNTQGCTTEGDLLFAQKCKELQGFIPPLTDLLNGLKMGRFERGLSSFQQSVAMDRIQRIVGVLQKPQMGERYLGTLLQVEGMLKTWFPQIAAQKSSLGGGKHQLTKHFPSHHSDSAASSPASPMEKMDQTQLGHLALKPKQPWHLTQWPAMNLTWIHTTPICNPPLSSPGTISFSHGPLGTGTGIGVILFLQHGV.... Protein 2 (ENSG00000111224) has sequence MWEANPEMFHKAEELFSKTTNNEVDDMDTSDTQWGWFYLAECGKWHMFQPDTNSQCSVSSEDIEKSFKTNPCGSISFTTSKFSYKIDFAEMKQMNLTTGKQRLIKRAPFSISAFSYICENEAIPMPPHWENVNTQVPYQLIPLHNQTHEYNEVANLFGKTMDRNRIKRIQRIQNLDLWEFFCRKKAQLKKKRGVPQINEQMLFHGTSSEFVEAICIHNFDWRINGIHGAVFGKGTYFARDAAYSSRFCKDDIKHGNTFQIHGVSLQQRHLFRTYKSMFLARVLIGDYINGDSKYMRPPSK.... Result: 0 (the proteins do not interact). (4) Protein 2 (ENSG00000203877) has sequence MPDGPGMTAASGKLYQFRHPVRLFWPKSKCYDYLYQEAEALLKNFPIQATISFYEDSDSEDEIEDLTCEN*MENAGGAEGTESGAAACAATDGPTRRAGADSGYAGFWRPWVDAGGKKEEETPNHAAEAMPDGPGMTAASGKLYQFRHPVRLFWPKSKCYDYLYQEAEALLKNFPIQATISFYEDSDSEDEIEDLTCEN*. Protein 1 (ENSG00000198522) has sequence MRCLYGRVGGARRKMAASAAAAELQASGGPRHPVCLLVLGMAGSGKTTFVQRLTGHLHAQGTPPYVINLDPAVHEVPFPANIDIRDTVKYKEVMKQYGLGPNGGIVTSLNLFATRFDQVMKFIEKAQNMSKYVLIDTPGQIEVFTWSASGTIITEALASSFPTVVIYVMDTSRSTNPVTFMSNMLYACSILYKTKLPFIVVMNKTDIIDHSFAVEWMQDFEAFQDALNQETTYVSNLTRSMSLVLDEFYSSLRVVGVSAVLGTGLDELFVQVTSAAEEYEREYRPEYERLKKSLANAESQ.... Result: 0 (the proteins do not interact). (5) Protein 1 (ENSG00000128322) has sequence MRPGTGQGGLEAPGEPGPNLRQRWPLLLLGLAVVTHGLLRPTAASQSRALGPGAPGGSSRSSLRSRWGRSAQGHPLGHSVPAVL*MRPGTGQGGLEAPGEPGPNLRQRWPLLLLGLAVVTHGLLRPTAASQSRALGPGAPGGSSRSSLRSRWGRFLLQRGSWTGPRCWPRGFQSKHNSVTHVFGSGTQLTVLSQPKATPSVTLFPPSSEELQANKATLVCLMNDFYPGILTVTWKADGTPITQGVEMTTPSKQSNNKYAASSYLSLTPEQWRSRRSYSCQVMHEGSTVEKTVAPAECS*M.... Protein 2 (ENSG00000010626) has sequence MSDEDDLEDSEPDQDDSEKEEDEKETEEGEDYRKEGEEFPEEWLPTPLTEDMMKEGLSLLCKTGNGLAHAYVKLEVKERDLTDIYLLRSYIHLRYVDISENHLTDLSPLNYLTHLLWLKADGNRLRSAQMNELPYLQIASFAYNQITDTEGISHPRLETLNLKGNSIHMVTGLDPEKLISLHTVELRGNQLESTLGINLPKLKNLYLAQNMLKKVEGLEDLSNLTTLHLRDNQIDTLSGFSREMKSLQYLNLRGNMVANLGELAKLRDLPKLRALVLLDNPCTDETSYRQEALVQMPYLE.... Result: 0 (the proteins do not interact). (6) Protein 1 (ENSG00000168939) has sequence MDAAVTDDFQQILPIEQLRSTHASNDYVERPPAPCKQALSSPSLIVQTHKSDWSLATMPTSLPRSLSQCHQLQPLPQHLSQSSIASSMSHSTTASDQRLLASITPSPSGQSIIRTQPGAGVHPKADGALKGEAEQSAGHPSEHLFICEECGRCKCVPCTAARPLPSCWLCNQRCLCSAESLLDYGTCLCCVKGLFYHCSTDDEDNCADEPCSCGPSSCFVRWAAMSLISLFLPCLCCYLPTRGCLHLCQQGYDSLRRPGCRCKRHTNTVCRKISSGSAPFPKAQEKSV*. Protein 2 (ENSG00000186908) has sequence MQREEGFNTKMADGPDEYDTEAGCVPLLHPEEIKPQSHYNHGYGEPLGRKTHIDDYSTWDIVKATQYGIYERCRELVEAGYDVRQPDKENVTLLHWAAINNRIDLVKYYISKGAIVDQLGGDLNSTPLHWATRQGHLSMVVQLMKYGADPSLIDGEGCSCIHLAAQFGHTSIVAYLIAKGQDVDMMDQNGMTPLMWAAYRTHSVDPTRLLLTFNVSVNLGDKYHKNTALHWAVLAGNTTVISLLLEAGANVDAQNIKGESALDLAKQRKNVWMINHLQEARQAKGYDNPSFLRKLKADKE.... Result: 1 (the proteins interact).